From a dataset of Forward reaction prediction with 1.9M reactions from USPTO patents (1976-2016). Predict the product of the given reaction. (1) Given the reactants [S:1](Cl)(Cl)(=[O:3])=[O:2].[NH2:6][C:7]1[C:8](=[O:18])[C:9]2[C:14]([C:15](=[O:17])[CH:16]=1)=[CH:13][CH:12]=[CH:11][CH:10]=2, predict the reaction product. The product is: [O:18]=[C:8]1[C:9]2[C:14](=[CH:13][CH:12]=[CH:11][CH:10]=2)[C:15](=[O:17])[CH:16]=[C:7]1[NH:6][S:1]([C:7]1[CH:8]=[CH:9][CH:14]=[CH:15][CH:16]=1)(=[O:3])=[O:2]. (2) Given the reactants [F:1][C:2]1[CH:7]=[CH:6][C:5]([C:8]2[O:9][C:10]3[CH:20]=[CH:19][C:18]([C:21]4[CH:22]=[C:23]([CH:41]=[CH:42][C:43]=4[CH3:44])[C:24]([NH:26][C:27]4([C:30]([NH:32][NH:33]C(OC(C)(C)C)=O)=[O:31])[CH2:29][CH2:28]4)=[O:25])=[CH:17][C:11]=3[C:12]=2[C:13](=[O:16])[NH:14][CH3:15])=[CH:4][CH:3]=1.Cl, predict the reaction product. The product is: [F:1][C:2]1[CH:7]=[CH:6][C:5]([C:8]2[O:9][C:10]3[CH:20]=[CH:19][C:18]([C:21]4[CH:22]=[C:23]([C:24](=[O:25])[NH:26][C:27]5([C:30]([NH:32][NH2:33])=[O:31])[CH2:28][CH2:29]5)[CH:41]=[CH:42][C:43]=4[CH3:44])=[CH:17][C:11]=3[C:12]=2[C:13]([NH:14][CH3:15])=[O:16])=[CH:4][CH:3]=1. (3) Given the reactants Cl[C:2]1[C:7]([N+:8]([O-:10])=[O:9])=[CH:6][CH:5]=[C:4]([Cl:11])[N:3]=1.[NH2:12][C:13]1[CH:18]=[CH:17][CH:16]=[CH:15][CH:14]=1.CCN(C(C)C)C(C)C, predict the reaction product. The product is: [Cl:11][C:4]1[N:3]=[C:2]([NH:12][C:13]2[CH:18]=[CH:17][CH:16]=[CH:15][CH:14]=2)[C:7]([N+:8]([O-:10])=[O:9])=[CH:6][CH:5]=1. (4) Given the reactants [F:1][C:2]([F:15])([C:8]1[N:12]=[CH:11][N:10]([CH2:13]O)[N:9]=1)[CH2:3][C:4]([F:7])([F:6])[F:5].S(Cl)([Cl:18])=O, predict the reaction product. The product is: [Cl:18][CH2:13][N:10]1[CH:11]=[N:12][C:8]([C:2]([F:15])([F:1])[CH2:3][C:4]([F:7])([F:6])[F:5])=[N:9]1. (5) Given the reactants [CH3:1][N:2]([CH3:19])[CH2:3][CH2:4][O:5][C:6]1[CH:11]=[CH:10][C:9]([NH2:12])=[CH:8][C:7]=1[C:13]1[N:14]([CH3:18])[N:15]=[CH:16][CH:17]=1.[CH3:20][O:21][C:22]1[CH:23]=[C:24]([N:28]=[C:29]=[O:30])[CH:25]=[CH:26][CH:27]=1, predict the reaction product. The product is: [CH3:1][N:2]([CH3:19])[CH2:3][CH2:4][O:5][C:6]1[CH:11]=[CH:10][C:9]([NH:12][C:29]([NH:28][C:24]2[CH:25]=[CH:26][CH:27]=[C:22]([O:21][CH3:20])[CH:23]=2)=[O:30])=[CH:8][C:7]=1[C:13]1[N:14]([CH3:18])[N:15]=[CH:16][CH:17]=1. (6) Given the reactants [O:1]=[C:2]1[N:11]([CH2:12][CH:13]2[CH2:18][CH2:17][N:16]([C:19]([O:21][C:22]([CH3:25])([CH3:24])[CH3:23])=[O:20])[CH2:15][CH2:14]2)[CH2:10][C:9]2[C:4](=[CH:5][CH:6]=[CH:7][CH:8]=2)[NH:3]1.[C:26]([C:28]1[CH:35]=[CH:34][CH:33]=[CH:32][C:29]=1[CH2:30]Br)#[N:27], predict the reaction product. The product is: [C:26]([C:28]1[CH:35]=[CH:34][CH:33]=[CH:32][C:29]=1[CH2:30][N:3]1[C:4]2[C:9](=[CH:8][CH:7]=[CH:6][CH:5]=2)[CH2:10][N:11]([CH2:12][CH:13]2[CH2:14][CH2:15][N:16]([C:19]([O:21][C:22]([CH3:25])([CH3:24])[CH3:23])=[O:20])[CH2:17][CH2:18]2)[C:2]1=[O:1])#[N:27]. (7) The product is: [Cl:12][C:8]1[CH:7]=[C:6]2[C:11]([C:2]([NH:13][CH2:14][CH2:15][NH2:16])=[CH:3][CH:4]=[N:5]2)=[CH:10][CH:9]=1. Given the reactants Cl[C:2]1[C:11]2[C:6](=[CH:7][C:8]([Cl:12])=[CH:9][CH:10]=2)[N:5]=[CH:4][CH:3]=1.[NH2:13][CH2:14][CH2:15][NH2:16], predict the reaction product.